Predict the product of the given reaction. From a dataset of Forward reaction prediction with 1.9M reactions from USPTO patents (1976-2016). (1) Given the reactants NN.[Cl:3][C:4]1[CH:9]=[CH:8][C:7]([C:10]2[O:14][C:13]([C@@H:15]([N:17]3C(=O)C4C(=CC=CC=4)C3=O)[CH3:16])=[N:12][CH:11]=2)=[CH:6][CH:5]=1, predict the reaction product. The product is: [Cl:3][C:4]1[CH:5]=[CH:6][C:7]([C:10]2[O:14][C:13]([C@@H:15]([NH2:17])[CH3:16])=[N:12][CH:11]=2)=[CH:8][CH:9]=1. (2) Given the reactants [CH3:1][C:2]1([CH2:7][CH2:8][CH2:9][CH2:10][N:11]2[CH:15]=[CH:14][C:13]([NH2:16])=[N:12]2)[O:6]CCO1.[CH3:17][O:18][C:19]1[C:24]([O:25][CH3:26])=[CH:23][CH:22]=[CH:21][C:20]=1/[CH:27]=[CH:28]/[C:29](O)=[O:30], predict the reaction product. The product is: [CH3:17][O:18][C:19]1[C:24]([O:25][CH3:26])=[CH:23][CH:22]=[CH:21][C:20]=1/[CH:27]=[CH:28]/[C:29]([NH:16][C:13]1[CH:14]=[CH:15][N:11]([CH2:10][CH2:9][CH2:8][CH2:7][C:2](=[O:6])[CH3:1])[N:12]=1)=[O:30]. (3) Given the reactants [Br:1][C:2]1[CH:3]=[C:4]2[C:9](=[CH:10][CH:11]=1)[CH:8]=[C:7]([OH:12])[CH:6]=[CH:5]2.N1C=CN=C1.[C:18]([Si:22](Cl)([CH3:24])[CH3:23])([CH3:21])([CH3:20])[CH3:19].CCCCCC, predict the reaction product. The product is: [Br:1][C:2]1[CH:3]=[C:4]2[C:9](=[CH:10][CH:11]=1)[CH:8]=[C:7]([O:12][Si:22]([C:18]([CH3:21])([CH3:20])[CH3:19])([CH3:24])[CH3:23])[CH:6]=[CH:5]2. (4) Given the reactants Cl.[F:2][C:3]1[CH:4]=[CH:5][C:6]2[O:10][C:9](=[O:11])[N:8]([CH:12]3[CH2:17][CH2:16][NH:15][CH2:14][CH2:13]3)[C:7]=2[CH:18]=1.[CH2:19]([O:21][CH:22]1[CH2:27][CH2:26][C:25](=O)[CH2:24][CH2:23]1)[CH3:20].CCN(C(C)C)C(C)C.C(O[BH-](OC(=O)C)OC(=O)C)(=O)C.[Na+], predict the reaction product. The product is: [CH2:19]([O:21][C@H:22]1[CH2:27][CH2:26][C@H:25]([N:15]2[CH2:14][CH2:13][CH:12]([N:8]3[C:7]4[CH:18]=[C:3]([F:2])[CH:4]=[CH:5][C:6]=4[O:10][C:9]3=[O:11])[CH2:17][CH2:16]2)[CH2:24][CH2:23]1)[CH3:20]. (5) Given the reactants [NH:1]1[CH2:6][CH2:5][CH:4]([C:7]2[CH:15]=[CH:14][CH:13]=[C:12]3[C:8]=2[CH2:9][C:10](=[O:16])[NH:11]3)[CH2:3][CH2:2]1.[CH2:17]([O:19][C:20]([C:22]1[NH:23][C:24]([CH:33]=O)=[C:25]([CH2:28][CH2:29][C:30]([OH:32])=[O:31])[C:26]=1[CH3:27])=[O:21])[CH3:18], predict the reaction product. The product is: [CH2:17]([O:19][C:20]([C:22]1[NH:23][C:24]([CH:33]=[C:9]2[C:8]3[C:12](=[CH:13][CH:14]=[CH:15][C:7]=3[CH:4]3[CH2:3][CH2:2][NH:1][CH2:6][CH2:5]3)[NH:11][C:10]2=[O:16])=[C:25]([CH2:28][CH2:29][C:30]([OH:32])=[O:31])[C:26]=1[CH3:27])=[O:21])[CH3:18]. (6) Given the reactants [CH2:1]([O:3][C:4]([C:6]1[S:10][C:9]([O:11][C:12]2[CH:17]=[CH:16][CH:15]=[CH:14][CH:13]=2)=[N:8][C:7]=1[CH3:18])=[O:5])[CH3:2].[Br:19]N1C(=O)CCC1=O, predict the reaction product. The product is: [CH2:1]([O:3][C:4]([C:6]1[S:10][C:9]([O:11][C:12]2[CH:17]=[CH:16][CH:15]=[CH:14][CH:13]=2)=[N:8][C:7]=1[CH2:18][Br:19])=[O:5])[CH3:2].